From a dataset of Forward reaction prediction with 1.9M reactions from USPTO patents (1976-2016). Predict the product of the given reaction. (1) Given the reactants [NH2:1][CH:2]=[C:3]([C:8]1[N:9]([CH3:18])[C:10]([CH3:17])=[CH:11][C:12]=1[C:13](OC)=[O:14])[C:4]([O:6][CH3:7])=[O:5].CC(C)([O-])C.[K+], predict the reaction product. The product is: [CH3:18][N:9]1[C:8]2[C:3]([C:4]([O:6][CH3:7])=[O:5])=[CH:2][NH:1][C:13](=[O:14])[C:12]=2[CH:11]=[C:10]1[CH3:17]. (2) The product is: [C:2]([C:6]1[CH:24]=[CH:23][C:9]([CH2:10][N:11]([CH2:12][CH2:13][C:14]2[CH:19]=[CH:18][C:17]([Cl:20])=[C:16]([CH2:21][CH3:22])[CH:15]=2)[C:29](=[O:30])[C:28]2[CH:32]=[C:33]([C:35]([F:36])([F:37])[F:38])[CH:34]=[C:26]([Cl:25])[C:27]=2[F:39])=[CH:8][CH:7]=1)([CH3:3])([CH3:5])[CH3:4]. Given the reactants Cl.[C:2]([C:6]1[CH:24]=[CH:23][C:9]([CH2:10][NH:11][CH2:12][CH2:13][C:14]2[CH:19]=[CH:18][C:17]([Cl:20])=[C:16]([CH2:21][CH3:22])[CH:15]=2)=[CH:8][CH:7]=1)([CH3:5])([CH3:4])[CH3:3].[Cl:25][C:26]1[C:27]([F:39])=[C:28]([CH:32]=[C:33]([C:35]([F:38])([F:37])[F:36])[CH:34]=1)[C:29](O)=[O:30].CN(C(ON1N=NC2C=CC=CC1=2)=[N+](C)C)C.F[P-](F)(F)(F)(F)F.CCN(CC)CC, predict the reaction product. (3) Given the reactants Cl.C[O:3][C:4](=[O:16])[C@H:5]([CH2:7][C:8]1[CH:13]=[CH:12][C:11]([F:14])=[C:10]([Br:15])[CH:9]=1)[NH2:6].[N:17]1[S:21][N:20]=[C:19]2[C:22]([S:26]([NH:29][C:30]3[CH:38]=[C:37]([Br:39])[CH:36]=[CH:35][C:31]=3[C:32](O)=[O:33])(=[O:28])=[O:27])=[CH:23][CH:24]=[CH:25][C:18]=12, predict the reaction product. The product is: [N:17]1[S:21][N:20]=[C:19]2[C:22]([S:26]([NH:29][C:30]3[CH:38]=[C:37]([Br:39])[CH:36]=[CH:35][C:31]=3[C:32]([NH:6][C@@H:5]([CH2:7][C:8]3[CH:13]=[CH:12][C:11]([F:14])=[C:10]([Br:15])[CH:9]=3)[C:4]([OH:3])=[O:16])=[O:33])(=[O:28])=[O:27])=[CH:23][CH:24]=[CH:25][C:18]=12. (4) Given the reactants [Br:1][C:2]1[C:3](=[O:17])[NH:4][C:5](=[O:16])[N:6]([CH2:8][CH2:9][C:10]2[CH:15]=[CH:14][CH:13]=[CH:12][CH:11]=2)[N:7]=1.ICC[C:21]1[CH:26]=[CH:25][CH:24]=[C:23]([O:27]C2C=CC=CC=2)[CH:22]=1.C(I)CC1C=CC=CC=1, predict the reaction product. The product is: [Br:1][C:2]1[C:3](=[O:17])[NH:4][C:5](=[O:16])[N:6]([CH2:8][CH2:9][C:10]2[CH:15]=[CH:14][CH:13]=[C:12]([O:27][C:23]3[CH:24]=[CH:25][CH:26]=[CH:21][CH:22]=3)[CH:11]=2)[N:7]=1. (5) Given the reactants [Br:1][C:2]1[CH:3]=[C:4]([CH:7]=[O:8])[S:5][CH:6]=1.Cl([O-])=O.[Na+].OP([O-])(O)=O.[Na+].CC(=CC)C.C[C:25]([OH:28])(C)C, predict the reaction product. The product is: [Br:1][C:2]1[CH:3]=[C:4]([C:7]([O:28][CH3:25])=[O:8])[S:5][CH:6]=1. (6) Given the reactants [NH2:1][C@H:2]([CH2:7][CH2:8][CH2:9][NH:10][C:11]([NH:13][S:14]([C:17]1[C:18]([CH3:31])=[C:19]2[C:24](=[C:25]([CH3:28])[C:26]=1[CH3:27])[O:23][C:22]([CH3:30])([CH3:29])[CH2:21][CH2:20]2)(=[O:16])=[O:15])=[NH:12])[C:3]([O:5][CH3:6])=[O:4].[C:32]1([CH:38]([C:49]2[CH:54]=[CH:53][CH:52]=[CH:51][CH:50]=2)[N:39]2[CH:44]=[CH:43][CH:42]=[C:41]([C:45](O)=[O:46])[C:40]2=[O:48])[CH:37]=[CH:36][CH:35]=[CH:34][CH:33]=1.CN(C(ON1N=NC2C=CC=CC1=2)=[N+](C)C)C.F[P-](F)(F)(F)(F)F.CCN(C(C)C)C(C)C, predict the reaction product. The product is: [C:49]1([CH:38]([C:32]2[CH:33]=[CH:34][CH:35]=[CH:36][CH:37]=2)[N:39]2[CH:44]=[CH:43][CH:42]=[C:41]([C:45]([NH:1][C@H:2]([CH2:7][CH2:8][CH2:9][NH:10][C:11]([NH:13][S:14]([C:17]3[C:18]([CH3:31])=[C:19]4[C:24](=[C:25]([CH3:28])[C:26]=3[CH3:27])[O:23][C:22]([CH3:29])([CH3:30])[CH2:21][CH2:20]4)(=[O:15])=[O:16])=[NH:12])[C:3]([O:5][CH3:6])=[O:4])=[O:46])[C:40]2=[O:48])[CH:50]=[CH:51][CH:52]=[CH:53][CH:54]=1.